This data is from Catalyst prediction with 721,799 reactions and 888 catalyst types from USPTO. The task is: Predict which catalyst facilitates the given reaction. (1) Reactant: [N+]([O-])(O)=O.[C:5]1(=[O:19])[C:14]2[C:9]3[C:10](=[CH:15][CH:16]=[CH:17][C:8]=3[C:7](=[O:18])[O:6]1)[CH:11]=[CH:12][CH:13]=2.[Br:20]Br. Product: [Br:20][C:12]1[CH:11]=[C:10]2[CH:15]=[CH:16][CH:17]=[C:8]3[C:9]2=[C:14]([CH:13]=1)[C:5](=[O:19])[O:6][C:7]3=[O:18]. The catalyst class is: 6. (2) Reactant: [CH3:1][O:2][C:3]1[CH:4]=[C:5]2[C:10](=[CH:11][C:12]=1[O:13][CH3:14])[N:9]=[CH:8][CH:7]=[C:6]2[O:15][C:16]1[C:22]([CH3:23])=[CH:21][C:19]([NH2:20])=[C:18]([CH3:24])[CH:17]=1.Cl[C:26](Cl)([O:28][C:29](=[O:35])OC(Cl)(Cl)Cl)Cl.[CH:37]1([CH2:43]CO)[CH2:42][CH2:41][CH2:40][CH2:39][CH2:38]1.C(=O)(O)[O-].[Na+]. Product: [CH3:1][O:2][C:3]1[CH:4]=[C:5]2[C:10](=[CH:11][C:12]=1[O:13][CH3:14])[N:9]=[CH:8][CH:7]=[C:6]2[O:15][C:16]1[C:22]([CH3:23])=[CH:21][C:19]([NH:20][C:29](=[O:35])[O:28][CH2:26][CH2:43][CH:37]2[CH2:42][CH2:41][CH2:40][CH2:39][CH2:38]2)=[C:18]([CH3:24])[CH:17]=1. The catalyst class is: 208. (3) Reactant: [OH:1][C:2]1[C:10]([C:11]([F:14])([F:13])[F:12])=[CH:9][CH:8]=[CH:7][C:3]=1[C:4](O)=[O:5].[C:15](=O)([O-])[O-].[K+].[K+].S([O:26][CH3:27])(OC)(=O)=O.O. Product: [CH3:15][O:1][C:2]1[C:10]([C:11]([F:14])([F:13])[F:12])=[CH:9][CH:8]=[CH:7][C:3]=1[C:4]([O:26][CH3:27])=[O:5]. The catalyst class is: 10. (4) Reactant: [Br:1][C:2]1[CH:3]=[CH:4][C:5]([Cl:9])=[C:6]([OH:8])[CH:7]=1.C(=O)([O-])[O-].[K+].[K+].Cl[C:17]1[CH:22]=[CH:21][C:20]([C:23]([F:26])([F:25])[F:24])=[CH:19][N:18]=1. Product: [Br:1][C:2]1[CH:3]=[CH:4][C:5]([Cl:9])=[C:6]([CH:7]=1)[O:8][C:17]1[CH:22]=[CH:21][C:20]([C:23]([F:26])([F:25])[F:24])=[CH:19][N:18]=1. The catalyst class is: 3. (5) Product: [Cl:1][C:2]1[CH:3]=[CH:4][C:5]([C:8]2[CH:9]=[CH:10][C:11]([C:14]([NH:16][CH2:17][CH2:18][C:19]3[CH:20]=[CH:21][C:22]([O:25][CH2:28][CH2:29][N:30]([CH2:33][CH3:34])[CH2:31][CH3:32])=[CH:23][CH:24]=3)=[O:15])=[CH:12][CH:13]=2)=[CH:6][CH:7]=1. The catalyst class is: 9. Reactant: [Cl:1][C:2]1[CH:7]=[CH:6][C:5]([C:8]2[CH:13]=[CH:12][C:11]([C:14]([NH:16][CH2:17][CH2:18][C:19]3[CH:24]=[CH:23][C:22]([OH:25])=[CH:21][CH:20]=3)=[O:15])=[CH:10][CH:9]=2)=[CH:4][CH:3]=1.Cl.Cl[CH2:28][CH2:29][N:30]([CH2:33][CH3:34])[CH2:31][CH3:32].C(=O)([O-])[O-].[K+].[K+].C(OCC)(=O)C.